This data is from Forward reaction prediction with 1.9M reactions from USPTO patents (1976-2016). The task is: Predict the product of the given reaction. Given the reactants I[C:2]1[CH:3]=[C:4]2[C:9](=[CH:10][CH:11]=1)[N:8]1[CH2:12][CH2:13][N:14]=[C:7]1[CH:6]=[CH:5]2.[SH:15][C:16]1[CH:17]=[C:18]([C:22]2([OH:28])[CH2:27][CH2:26][O:25][CH2:24][CH2:23]2)[CH:19]=[CH:20][CH:21]=1.CCN(C(C)C)C(C)C.C1(P(C2C=CC=CC=2)C2C3OC4C(=CC=CC=4P(C4C=CC=CC=4)C4C=CC=CC=4)C(C)(C)C=3C=CC=2)C=CC=CC=1, predict the reaction product. The product is: [CH2:12]1[N:8]2[C:9]3[C:4]([CH:5]=[CH:6][C:7]2=[N:14][CH2:13]1)=[CH:3][C:2]([S:15][C:16]1[CH:17]=[C:18]([C:22]2([OH:28])[CH2:27][CH2:26][O:25][CH2:24][CH2:23]2)[CH:19]=[CH:20][CH:21]=1)=[CH:11][CH:10]=3.